This data is from Catalyst prediction with 721,799 reactions and 888 catalyst types from USPTO. The task is: Predict which catalyst facilitates the given reaction. (1) Reactant: C([N:8]1[CH:12]=[C:11]([CH3:13])[N:10]=[C:9]1[CH:14]1[C:19]2=[N:20][NH:21][C:22](=[O:27])[C:23]3[CH:24]=[CH:25][CH:26]=[C:17]([C:18]=32)[NH:16][CH:15]1[C:28]1[CH:33]=[CH:32][CH:31]=[CH:30][CH:29]=1)C1C=CC=CC=1. Product: [CH3:13][C:11]1[N:10]=[C:9]([CH:14]2[C:19]3=[N:20][NH:21][C:22](=[O:27])[C:23]4[CH:24]=[CH:25][CH:26]=[C:17]([C:18]=43)[NH:16][CH:15]2[C:28]2[CH:33]=[CH:32][CH:31]=[CH:30][CH:29]=2)[NH:8][CH:12]=1. The catalyst class is: 563. (2) Reactant: C(OC([N:6]1[CH2:12][CH2:11][C:10]2[C:13]([Br:21])=[C:14]([CH2:16][C:17]([F:20])([F:19])[F:18])[S:15][C:9]=2[CH2:8][CH2:7]1)=O)C.[Si](I)(C)(C)C. Product: [Br:21][C:13]1[C:10]2[CH2:11][CH2:12][NH:6][CH2:7][CH2:8][C:9]=2[S:15][C:14]=1[CH2:16][C:17]([F:19])([F:18])[F:20]. The catalyst class is: 22. (3) Reactant: O[Li].O.C([O:6][C:7](=[O:17])[CH2:8][NH:9][C:10]([C:12]1[S:13][CH:14]=[CH:15][CH:16]=1)=[O:11])C.C1COCC1.O. Product: [S:13]1[CH:14]=[CH:15][CH:16]=[C:12]1[C:10]([NH:9][CH2:8][C:7]([OH:17])=[O:6])=[O:11]. The catalyst class is: 5. (4) Reactant: [C:1]1([CH2:7][CH:8]=O)[CH:6]=[CH:5][CH:4]=[CH:3][CH:2]=1.[Cl:10][C:11]1[CH:16]=[CH:15][C:14]([CH:17]([C:35]2[CH:40]=[CH:39][C:38]([Cl:41])=[CH:37][CH:36]=2)[C:18]2[CH:19]=[C:20]3[C:25](=[CH:26][CH:27]=2)[N:24]=[N:23][CH:22]=[C:21]3[NH:28][CH:29]2[CH2:34][CH2:33][NH:32][CH2:31][CH2:30]2)=[CH:13][CH:12]=1.CC(O)=O.[BH3-]C#N.[Na+]. Product: [Cl:10][C:11]1[CH:16]=[CH:15][C:14]([CH:17]([C:35]2[CH:36]=[CH:37][C:38]([Cl:41])=[CH:39][CH:40]=2)[C:18]2[CH:19]=[C:20]3[C:25](=[CH:26][CH:27]=2)[N:24]=[N:23][CH:22]=[C:21]3[NH:28][CH:29]2[CH2:30][CH2:31][N:32]([CH2:8][CH2:7][C:1]3[CH:6]=[CH:5][CH:4]=[CH:3][CH:2]=3)[CH2:33][CH2:34]2)=[CH:13][CH:12]=1. The catalyst class is: 5. (5) Product: [F:28][C:29]1[CH:30]=[C:31]([C:2]2[C:3]([CH:15]([N:17]3[C:18](=[O:27])[C:19]4[C:24](=[CH:23][CH:22]=[CH:21][CH:20]=4)[C:25]3=[O:26])[CH3:16])=[N:4][C:5]3[C:10]([C:11]=2[S:12][CH3:13])=[CH:9][C:8]([F:14])=[CH:7][CH:6]=3)[CH:32]=[C:33]([F:35])[CH:34]=1. The catalyst class is: 104. Reactant: Br[C:2]1[C:3]([CH:15]([N:17]2[C:25](=[O:26])[C:24]3[C:19](=[CH:20][CH:21]=[CH:22][CH:23]=3)[C:18]2=[O:27])[CH3:16])=[N:4][C:5]2[C:10]([C:11]=1[S:12][CH3:13])=[CH:9][C:8]([F:14])=[CH:7][CH:6]=2.[F:28][C:29]1[CH:30]=[C:31](B(O)O)[CH:32]=[C:33]([F:35])[CH:34]=1.C([O-])([O-])=O.[K+].[K+]. (6) Reactant: [CH3:1][C:2]([C:4]1[CH:27]=[CH:26][C:7]([CH2:8][NH:9][C:10](=[O:25])[CH2:11][CH2:12][C:13]2[CH:18]=[CH:17][C:16]([O:19][CH2:20][C:21]#[CH:22])=[C:15]([O:23][CH3:24])[CH:14]=2)=[CH:6][CH:5]=1)=O.Cl.[CH2:29]([O:36]ON)[C:30]1[CH:35]=[CH:34][CH:33]=[CH:32][CH:31]=1.[N:39]1C=CC=CC=1.C(O)C. Product: [CH2:29]([O:36][N:39]=[C:2]([C:4]1[CH:27]=[CH:26][C:7]([CH2:8][NH:9][C:10](=[O:25])[CH2:11][CH2:12][C:13]2[CH:18]=[CH:17][C:16]([O:19][CH2:20][C:21]#[CH:22])=[C:15]([O:23][CH3:24])[CH:14]=2)=[CH:6][CH:5]=1)[CH3:1])[C:30]1[CH:31]=[CH:32][CH:33]=[CH:34][CH:35]=1. The catalyst class is: 6.